Dataset: Forward reaction prediction with 1.9M reactions from USPTO patents (1976-2016). Task: Predict the product of the given reaction. (1) Given the reactants [CH3:1][O:2][C:3]1[CH:4]=[C:5]2[C:10](=[CH:11][CH:12]=1)[C:9](=O)[CH2:8][CH2:7][CH2:6]2.BrC1CCC2C(C=1)=CC=C(OC)C=2.Br[C:28]1[C:33]([N+:34]([O-:36])=[O:35])=[CH:32][CH:31]=[CH:30][C:29]=1[CH3:37], predict the reaction product. The product is: [CH3:1][O:2][C:3]1[CH:4]=[C:5]2[C:10]([CH:9]=[C:8]([C:28]3[C:33]([N+:34]([O-:36])=[O:35])=[CH:32][CH:31]=[CH:30][C:29]=3[CH3:37])[CH2:7][CH2:6]2)=[CH:11][CH:12]=1. (2) Given the reactants CS(O[CH:6]1[CH2:9][N:8]([C:10]2[S:11][CH:12]=[C:13]([CH2:15][N:16]3[C:20](=[O:21])[CH2:19][CH2:18][C:17]3=[O:22])[N:14]=2)[CH2:7]1)(=O)=O.[C:23]([O-:26])(=[S:25])[CH3:24].[K+], predict the reaction product. The product is: [C:23]([S:25][CH:6]1[CH2:7][N:8]([C:10]2[S:11][CH:12]=[C:13]([CH2:15][N:16]3[C:17](=[O:22])[CH2:18][CH2:19][C:20]3=[O:21])[N:14]=2)[CH2:9]1)(=[O:26])[CH3:24]. (3) Given the reactants [CH3:1]C(C)([O-])C.[K+].[CH2:7]([CH:10]1[CH2:15][CH2:14][CH:13]([CH2:16][CH2:17][C:18]2[CH:23]=[CH:22][C:21]([CH:24]3[CH2:29][CH2:28][CH:27]([CH:30]=O)[CH2:26][CH2:25]3)=[CH:20][CH:19]=2)[CH2:12][CH2:11]1)[CH2:8][CH3:9], predict the reaction product. The product is: [CH2:7]([CH:10]1[CH2:15][CH2:14][CH:13]([CH2:16][CH2:17][C:18]2[CH:23]=[CH:22][C:21]([CH:24]3[CH2:29][CH2:28][CH:27]([CH:30]=[CH2:1])[CH2:26][CH2:25]3)=[CH:20][CH:19]=2)[CH2:12][CH2:11]1)[CH2:8][CH3:9]. (4) Given the reactants C([O:8][N:9]([CH2:12][C@@H:13]([CH2:17][CH2:18][CH2:19][CH3:20])[C:14](O)=[O:15])[CH:10]=[O:11])C1C=CC=CC=1.[NH:21]1[CH2:25][CH2:24][CH2:23][C@H:22]1[C:26]1[NH:27][C:28]2[CH:34]=[C:33]([NH:35][C:36]([C:38]3[CH:43]=[N:42][CH:41]=[CH:40][N:39]=3)=[O:37])[CH:32]=[CH:31][C:29]=2[N:30]=1, predict the reaction product. The product is: [CH:10]([N:9]([CH2:12][C@@H:13]([CH2:17][CH2:18][CH2:19][CH3:20])[C:14]([N:21]1[CH2:25][CH2:24][CH2:23][C@H:22]1[C:26]1[NH:30][C:29]2[CH:31]=[CH:32][C:33]([NH:35][C:36]([C:38]3[CH:43]=[N:42][CH:41]=[CH:40][N:39]=3)=[O:37])=[CH:34][C:28]=2[N:27]=1)=[O:15])[OH:8])=[O:11].